This data is from Forward reaction prediction with 1.9M reactions from USPTO patents (1976-2016). The task is: Predict the product of the given reaction. (1) Given the reactants [N+:1]([C:4]1[CH:11]=[CH:10][C:7]([CH:8]=O)=[CH:6][CH:5]=1)([O-:3])=[O:2].[C:12]([CH2:16][C:17]([O:19][CH2:20][CH2:21][C:22]#[N:23])=[O:18])(=[O:15])[CH2:13][CH3:14], predict the reaction product. The product is: [C:22]([CH2:21][CH2:20][O:19][C:17](=[O:18])[C:16](=[CH:8][C:7]1[CH:10]=[CH:11][C:4]([N+:1]([O-:3])=[O:2])=[CH:5][CH:6]=1)[C:12](=[O:15])[CH2:13][CH3:14])#[N:23]. (2) The product is: [ClH:45].[CH:1]1([NH:4][C:5](=[O:6])[C:7]2[CH:8]=[CH:9][C:10]([CH3:44])=[C:11]([C:13]3[CH:14]=[C:15]4[C:20](=[CH:21][CH:22]=3)[C:19](=[O:23])[N:18]([CH2:24][C:25]3[CH:30]=[CH:29][C:28]([C:31]5[CH2:32][CH2:33][NH:34][CH2:35][CH:36]=5)=[CH:27][CH:26]=3)[CH:17]=[CH:16]4)[CH:12]=2)[CH2:2][CH2:3]1. Given the reactants [CH:1]1([NH:4][C:5]([C:7]2[CH:8]=[CH:9][C:10]([CH3:44])=[C:11]([C:13]3[CH:14]=[C:15]4[C:20](=[CH:21][CH:22]=3)[C:19](=[O:23])[N:18]([CH2:24][C:25]3[CH:30]=[CH:29][C:28]([C:31]5[CH2:32][CH2:33][N:34](C(OC(C)(C)C)=O)[CH2:35][CH:36]=5)=[CH:27][CH:26]=3)[CH:17]=[CH:16]4)[CH:12]=2)=[O:6])[CH2:3][CH2:2]1.[ClH:45], predict the reaction product. (3) Given the reactants [F:1][C:2]1[CH:7]=[CH:6][C:5]([N:8]2[C:12](B(O)O)=[CH:11][C:10]([C:16]([F:19])([F:18])[F:17])=[N:9]2)=[C:4]([CH3:20])[CH:3]=1.Br[C:22]1[CH:23]=[C:24]([CH3:33])[C:25]2[O:26][CH2:27][C:28](=[O:32])[NH:29][C:30]=2[N:31]=1.CC([O-])=O.[K+], predict the reaction product. The product is: [F:1][C:2]1[CH:7]=[CH:6][C:5]([N:8]2[C:12]([C:22]3[CH:23]=[C:24]([CH3:33])[C:25]4[O:26][CH2:27][C:28](=[O:32])[NH:29][C:30]=4[N:31]=3)=[CH:11][C:10]([C:16]([F:19])([F:18])[F:17])=[N:9]2)=[C:4]([CH3:20])[CH:3]=1. (4) Given the reactants [CH3:1][C:2]1[N:7]=[C:6]([C:8]2[N:9]=[C:10]3[CH:15]=[CH:14][CH:13]=[CH:12][N:11]3[C:16]=2[C:17]2[CH:22]=[CH:21][N:20]=[C:19]([C:23]#[N:24])[N:18]=2)[CH:5]=[CH:4][CH:3]=1.[N-:25]=[N+:26]=[N-:27].[Na+].[NH4+].[Cl-], predict the reaction product. The product is: [CH3:1][C:2]1[N:7]=[C:6]([C:8]2[N:9]=[C:10]3[CH:15]=[CH:14][CH:13]=[CH:12][N:11]3[C:16]=2[C:17]2[CH:22]=[CH:21][N:20]=[C:19]([C:23]3[NH:27][N:26]=[N:25][N:24]=3)[N:18]=2)[CH:5]=[CH:4][CH:3]=1. (5) Given the reactants Br[C:2]1[CH:11]=[C:10]2[C:5]([CH2:6][CH2:7][N:8]([C:12]3[CH:17]=[C:16]([N:18]4[CH2:23][CH2:22][N:21]([CH3:24])[CH2:20][CH2:19]4)[N:15]=[C:14]([NH2:25])[N:13]=3)[CH2:9]2)=[CH:4][CH:3]=1.CC1(C)C(C)(C)OB([C:34]2[CH:35]=[N:36][N:37]([C:39]3([CH2:44][C:45]#[N:46])[CH2:43][CH2:42][CH2:41][CH2:40]3)[CH:38]=2)O1, predict the reaction product. The product is: [NH2:25][C:14]1[N:13]=[C:12]([N:8]2[CH2:7][CH2:6][C:5]3[C:10](=[CH:11][C:2]([C:34]4[CH:35]=[N:36][N:37]([C:39]5([CH2:44][C:45]#[N:46])[CH2:43][CH2:42][CH2:41][CH2:40]5)[CH:38]=4)=[CH:3][CH:4]=3)[CH2:9]2)[CH:17]=[C:16]([N:18]2[CH2:19][CH2:20][N:21]([CH3:24])[CH2:22][CH2:23]2)[N:15]=1. (6) Given the reactants [CH3:1][O-].[Na+].[N:4]#[C:5][NH2:6].[N:7]([C:10]1[CH:15]=[CH:14][C:13]([S:16]([C:19]([F:22])([F:21])[F:20])(=[O:18])=[O:17])=[CH:12][CH:11]=1)=[C:8]=[S:9].IC, predict the reaction product. The product is: [C:5](/[N:6]=[C:8](\[S:9][CH3:1])/[NH:7][C:10]1[CH:15]=[CH:14][C:13]([S:16]([C:19]([F:22])([F:20])[F:21])(=[O:18])=[O:17])=[CH:12][CH:11]=1)#[N:4]. (7) Given the reactants [CH3:1][C:2]1[CH:3]=[CH:4][CH:5]=[C:6]2[C:11]=1[NH:10][C:9](=[O:12])[CH:8]=[N:7]2.[C:13](=O)([O-])[O-].[K+].[K+].CI.O, predict the reaction product. The product is: [CH3:13][O:12][C:9]1[CH:8]=[N:7][C:6]2[C:11](=[C:2]([CH3:1])[CH:3]=[CH:4][CH:5]=2)[N:10]=1.